From a dataset of Retrosynthesis with 50K atom-mapped reactions and 10 reaction types from USPTO. Predict the reactants needed to synthesize the given product. (1) Given the product CCOC(=O)C(C)(C)n1nc2ccc(NCCCN3CCC(OC(c4ccccc4)c4ccccc4)CC3)nn2c1=O, predict the reactants needed to synthesize it. The reactants are: CCOC(=O)C(C)(C)Br.O=c1[nH]nc2ccc(NCCCN3CCC(OC(c4ccccc4)c4ccccc4)CC3)nn12. (2) Given the product Clc1ccn2c(-c3ccnc(Cl)c3)cnc2c1, predict the reactants needed to synthesize it. The reactants are: Clc1ccn2c(Br)cnc2c1.OB(O)c1ccnc(Cl)c1. (3) Given the product COC(=O)C(CN)(C(=O)OC)N1CCN(C(=O)OC(C)(C)C)CC1, predict the reactants needed to synthesize it. The reactants are: COC(=O)C(CN1C(=O)c2ccccc2C1=O)(C(=O)OC)N1CCN(C(=O)OC(C)(C)C)CC1. (4) Given the product COc1cc(N2CCN(C(=O)Cn3nc(-n4cnc(C)c4)c(Cl)c3C)CC2)ccc1Cl, predict the reactants needed to synthesize it. The reactants are: COc1cc(N2CCN(C(=O)Cn3nc(I)c(Cl)c3C)CC2)ccc1Cl.Cc1c[nH]cn1. (5) Given the product O=C(OC[C@H]1CCC[C@H](OC(Cn2ccnc2)c2ccc(Cl)cc2Cl)O1)c1ccccc1, predict the reactants needed to synthesize it. The reactants are: O=C(OC[C@H]1CCC[C@H](OC(CBr)c2ccc(Cl)cc2Cl)O1)c1ccccc1.c1c[nH]cn1.